Dataset: Experimentally validated miRNA-target interactions with 360,000+ pairs, plus equal number of negative samples. Task: Binary Classification. Given a miRNA mature sequence and a target amino acid sequence, predict their likelihood of interaction. (1) The miRNA is hsa-miR-1304-5p with sequence UUUGAGGCUACAGUGAGAUGUG. The protein sequence of the target gene is MSAAGILAFAQQGWEQVLAKVKWSVVYLDAACAESLHWSCGSSRLLEAVKGPACHLREFEPQAIGGGAKQPRAVFVLSSPLKGRIVDTLQSIICRSHFQHCVVVTAVSHAVHLTANHVPAAAAAELEGQQPVFEQLEEKLCEWMGNENYTAEVLHVPLFLAPVASHLAFTPAFATLFPLLPQDVHALNSARPDKRRLSSLGEVDATALTPELLLYIRCLVSGLSSLCEHLGVREECFAVGPLSRVIATDLANYAPAKNRKKTATGRASVVFVDRTLDLTGAVGHHGDNLVEKIMSVLPQL.... Result: 0 (no interaction). (2) The miRNA is hsa-miR-3134 with sequence UGAUGGAUAAAAGACUACAUAUU. Result: 0 (no interaction). The protein sequence of the target gene is MSSDRQRSDDESPSTSSGSSDADQRDPAAPEPEEQEERKPSATQQKKNTKLSSKTTAKLSTSAKRIQKELAEITLDPPPNCSAGPKGDNIYEWRSTILGPPGSVYEGGVFFLDITFSSDYPFKPPKVTFRTRIYHCNINSQGVICLDILKDNWSPALTISKVLLSICSLLTDCNPADPLVGSIATQYLTNRAEHDRIARQWTKRYAT. (3) The miRNA is mmu-miR-652-3p with sequence AAUGGCGCCACUAGGGUUGUG. Result: 0 (no interaction). The protein sequence of the target gene is MDTTRYSKWGGSSEEVPGGPWGRWVHWSRRPLFLALAVLVTTVLWAVILSILLSKASTERAALLDGHDLLRTNASKQTAALGALKEEVGDCHSCCSGTQAQLQTTRAELGEAQAKLMEQESALRELRERVTQGLAEAGRGREDVRTELFRALEAVRLQNNSCEPCPTSWLSFEGSCYFFSVPKTTWAAAQDHCADASAHLVIVGGLDEQGFLTRNTRGRGYWLGLRAVRHLGKVQGYQWVDGVSLSFSHWNQGEPNDAWGRENCVMMLHTGLWNDAPCDSEKDGWICEKRHNC. (4) The miRNA is hsa-miR-19b-3p with sequence UGUGCAAAUCCAUGCAAAACUGA. The protein sequence of the target gene is MDYPKMDYFLDVESAHRLLDVESAQRFFYSQGAQARRATLLLPPTLMAASSEDDIDRRPIRRVRSKSDTPYLAEARISFNLGAAEEVERLAAMRSDSLVPGTHTPPIRRRSKFANLGRIFKPWKWRKKKSEKFKHTSAALERKISMRQSREELIKRGVLKEIYDKDGELSISNEDDSLENGQSLSSSQLSLPALSEMEPVPMPRDPCSYEVLQASDIMDGPDPGAPVKLPCLPVKLSPPLPPKKVLICMPVGGPELTLASYAAQKSSQQAVAQHHHTVLPSQMQHQLQYGSHGQHLPSST.... Result: 0 (no interaction). (5) Result: 1 (interaction). The miRNA is hsa-miR-6504-5p with sequence UCUGGCUGUGCUGUAAUGCAG. The protein sequence of the target gene is MMALVRDRRAHYVMSIVIRWVHCFSSSLRGTFGTRWEAMKAKATELRVCCARRKREAREFKPPQMRGSTRLNISDDLKIGFFSTDHATQTDSSEILSVKELSSSTQKLAQMMKSLQVDFGFLKQLLQLKFEDRLKEESLSLFTILHDRILEIEKHYQQNEDKMRKSFNQQLADAIAVIKGMYQQFFEVEEENVSLQDASTVKTNILLRKLKEKEEVIKELKEELDQYKDFGFHKMESFAKETSSPKSNLEKENLEYKVENERLLQIISELEEEIQINLKENSGLEDELISMKEMAEKDHK.... (6) The protein sequence of the target gene is MFAVHLMAFYFSKLKEDQIKKVDRFLYHMRLSDDTLLDIMRRFRAEMEKGLAKDTNPTAAVKMLPTFVRAIPDGSENGEFLSLDLGGSKFRVLKVQVAEEGKRHVQMESQFYPTPNEIIRGNGTELFEYVADCLADFMKTKDLKHKKLPLGLTFSFPCRQTKLEEGVLLSWTKKFKARGVQDTDVVSRLTKAMRRHKDMDVDILALVNDTVGTMMTCAYDDPYCEVGVIIGTGTNACYMEDMSNIDLVEGDEGRMCINTEWGAFGDDGALEDIRTEFDRELDLGSLNPGKQLFEKMISGL.... The miRNA is hsa-miR-568 with sequence AUGUAUAAAUGUAUACACAC. Result: 0 (no interaction). (7) The miRNA is hsa-miR-20b-5p with sequence CAAAGUGCUCAUAGUGCAGGUAG. The protein sequence of the target gene is MALSQGLLTFRDVAIEFSQEEWKCLDPAQRTLYRDVMLENYRNLVSLDISSKCMMNTLSSTGQGNTEVIHTGTLQRQASYHIGAFCSQEIEKDIHDFVFQWQEDETNDHEAPMTEIKKLTSSTDRYDQRHAGNKPIKGQLESRFHLHLRRHRRIHTGEKPYKCEECEKVFSCKSHLEIHRIIHTGEKPYKCKVCDKAFKHDSHLAKHTRIHRGDKHYTCNECGKVFDQKATLACHHRSHTGEKPYKCNECGKTFSQTSHLVYHHRLHTGEKPYKCNECGKTFARNSVLVIHKAVHTAEKP.... Result: 0 (no interaction).